This data is from Forward reaction prediction with 1.9M reactions from USPTO patents (1976-2016). The task is: Predict the product of the given reaction. Given the reactants C(=O)([O:7][C:8]1[CH:25]=[CH:24][C:11]2[N:12]([CH2:21][O:22][CH3:23])[C:13](=[O:20])[C:14]3[CH:15]=[CH:16][CH:17]=[N:18][C:19]=3[C:10]=2[CH:9]=1)OC(C)(C)C.O1CCOCC1.Cl, predict the reaction product. The product is: [OH:7][C:8]1[CH:25]=[CH:24][C:11]2[N:12]([CH2:21][O:22][CH3:23])[C:13](=[O:20])[C:14]3[CH:15]=[CH:16][CH:17]=[N:18][C:19]=3[C:10]=2[CH:9]=1.